From a dataset of Full USPTO retrosynthesis dataset with 1.9M reactions from patents (1976-2016). Predict the reactants needed to synthesize the given product. (1) Given the product [Br:1][C:2]1[CH:3]=[C:4]2[C:8](=[CH:9][CH:10]=1)[N:7]([CH:18]([CH3:20])[CH3:19])[N:6]=[C:5]2[CH:11]1[CH2:14][CH2:13][CH2:12]1, predict the reactants needed to synthesize it. The reactants are: [Br:1][C:2]1[CH:3]=[C:4]2[C:8](=[CH:9][CH:10]=1)[NH:7][N:6]=[C:5]2[CH:11]1[CH2:14][CH2:13][CH2:12]1.[H-].[Na+].Br[CH:18]([CH3:20])[CH3:19]. (2) Given the product [CH2:1]([O:3][C:4]1[CH:5]=[C:6]([CH2:7][OH:8])[CH:9]=[CH:10][C:11]=1[O:12][CH2:13][C:14]1[N:15]=[C:16]([C:20]2[O:21][CH:22]=[CH:23][CH:24]=2)[O:17][C:18]=1[CH3:19])[CH3:2], predict the reactants needed to synthesize it. The reactants are: [CH2:1]([O:3][C:4]1[CH:5]=[C:6]([CH:9]=[CH:10][C:11]=1[O:12][CH2:13][C:14]1[N:15]=[C:16]([C:20]2[O:21][CH:22]=[CH:23][CH:24]=2)[O:17][C:18]=1[CH3:19])[CH:7]=[O:8])[CH3:2].C(O)C.[BH4-].[Na+].O. (3) The reactants are: [CH3:1][O:2][C:3]1([CH2:22][C:23]2[CH:28]=[CH:27][CH:26]=[CH:25][C:24]=2[CH3:29])[CH2:8][CH2:7][CH:6]([N:9]2[CH2:14][CH2:13][N:12](C(OC(C)(C)C)=O)[CH2:11][CH2:10]2)[CH2:5][CH2:4]1.Cl. Given the product [CH3:1][O:2][C:3]1([CH2:22][C:23]2[CH:28]=[CH:27][CH:26]=[CH:25][C:24]=2[CH3:29])[CH2:4][CH2:5][CH:6]([N:9]2[CH2:10][CH2:11][NH:12][CH2:13][CH2:14]2)[CH2:7][CH2:8]1, predict the reactants needed to synthesize it. (4) Given the product [CH3:1][O:2][C:3]1[CH:11]=[CH:10][CH:9]=[C:8]2[C:4]=1[C:5](=[O:18])[N:6]([CH2:13][C:14]([OH:16])=[O:15])[C:7]2=[O:12], predict the reactants needed to synthesize it. The reactants are: [CH3:1][O:2][C:3]1[CH:11]=[CH:10][CH:9]=[C:8]2[C:4]=1[C:5](=[O:18])[N:6]([CH2:13][C:14]([O:16]C)=[O:15])[C:7]2=[O:12].Cl. (5) The reactants are: [C:1]([C:3]1[CH:4]=[C:5]2[CH:11]=[C:10]([C:12]([OH:14])=O)[NH:9][C:6]2=[CH:7][N:8]=1)#[N:2].Cl.[NH2:16][CH2:17][C:18]([C:20]1[CH:25]=[CH:24][CH:23]=[CH:22][CH:21]=1)=[O:19].CN1CCOCC1.C[N+]1(C2N=C(OC)N=C(OC)N=2)CCOCC1.[Cl-]. Given the product [O:19]=[C:18]([C:20]1[CH:25]=[CH:24][CH:23]=[CH:22][CH:21]=1)[CH2:17][NH:16][C:12]([C:10]1[NH:9][C:6]2=[CH:7][N:8]=[C:3]([C:1]#[N:2])[CH:4]=[C:5]2[CH:11]=1)=[O:14], predict the reactants needed to synthesize it. (6) The reactants are: Br[C:2]1[CH:3]=[N:4][CH:5]=[C:6]([F:8])[CH:7]=1.C([Mg]Cl)(C)C.[O:14]=[C:15]1[N:19]([C:20]([O:22][C:23]([CH3:26])([CH3:25])[CH3:24])=[O:21])[C@H:18]([C:27]([O:29][CH2:30][CH3:31])=[O:28])[CH2:17][CH2:16]1.Cl.[NH4+].[Cl-]. Given the product [C:23]([O:22][C:20]([NH:19][C@@H:18]([CH2:17][CH2:16][C:15]([C:2]1[CH:3]=[N:4][CH:5]=[C:6]([F:8])[CH:7]=1)=[O:14])[C:27]([O:29][CH2:30][CH3:31])=[O:28])=[O:21])([CH3:24])([CH3:26])[CH3:25], predict the reactants needed to synthesize it. (7) Given the product [CH3:11][C@@H:12]1[NH:13][CH2:14][CH2:15][N:16]([C:2]2[CH:7]=[CH:6][CH:5]=[CH:4][C:3]=2[N+:8]([O-:10])=[O:9])[CH2:17]1, predict the reactants needed to synthesize it. The reactants are: Br[C:2]1[CH:7]=[CH:6][CH:5]=[CH:4][C:3]=1[N+:8]([O-:10])=[O:9].[CH3:11][C@H:12]1[CH2:17][NH:16][CH2:15][CH2:14][NH:13]1.C([O-])([O-])=O.[K+].[K+]. (8) Given the product [NH:1]1[C:5]2=[N:6][CH:7]=[CH:8][CH:9]=[C:4]2[C:3]([C:10]2[S:12][CH:14]=[C:15]([C:16]([OH:18])=[O:17])[N:11]=2)=[CH:2]1, predict the reactants needed to synthesize it. The reactants are: [NH:1]1[C:5]2=[N:6][CH:7]=[CH:8][CH:9]=[C:4]2[C:3]([C:10](=[S:12])[NH2:11])=[CH:2]1.Br[CH2:14][C:15](=O)[C:16]([OH:18])=[O:17]. (9) Given the product [F:22][C:16]1[CH:17]=[C:18]([F:21])[CH:19]=[CH:20][C:15]=1[C@@:2]1([NH:1][C:44]([NH:46][C:47](=[O:54])[C:48]2[CH:49]=[CH:50][CH:51]=[CH:52][CH:53]=2)=[S:45])[C@H:3]([CH2:13][OH:14])[CH2:4][C@H:5]([C@@H:8]2[CH2:12][CH2:11][CH2:10][O:9]2)[O:6][CH2:7]1, predict the reactants needed to synthesize it. The reactants are: [NH2:1][C@@:2]1([C:15]2[CH:20]=[CH:19][C:18]([F:21])=[CH:17][C:16]=2[F:22])[CH2:7][O:6][C@@H:5]([C@@H:8]2[CH2:12][CH2:11][CH2:10][O:9]2)[CH2:4][C@H:3]1[CH2:13][OH:14].FC1C=C(F)C=CC=1[C@@]1(N[C:44]([NH:46][C:47](=[O:54])[C:48]2[CH:53]=[CH:52][CH:51]=[CH:50][CH:49]=2)=[S:45])[C@H](CO)C[C@H]([C@@H]2C[C@H]2C)OC1.